From a dataset of Catalyst prediction with 721,799 reactions and 888 catalyst types from USPTO. Predict which catalyst facilitates the given reaction. (1) Reactant: C(OC([N:8]1[CH2:15][CH:14]2[N:16]([CH2:17][C:18]3[CH:23]=[CH:22][C:21]([F:24])=[CH:20][CH:19]=3)[CH:10]([CH2:11][O:12][CH2:13]2)[CH2:9]1)=O)(C)(C)C.Cl.[OH-].[Na+].[Cl-].[Na+].O. Product: [F:24][C:21]1[CH:22]=[CH:23][C:18]([CH2:17][N:16]2[CH:10]3[CH2:9][NH:8][CH2:15][CH:14]2[CH2:13][O:12][CH2:11]3)=[CH:19][CH:20]=1. The catalyst class is: 14. (2) Reactant: [N+:1]([C:4]1[CH:9]=[CH:8][C:7]([NH:10][CH2:11][CH2:12][S:13]([NH2:16])(=[O:15])=[O:14])=[CH:6][CH:5]=1)([O-])=O.S(S([O-])=O)([O-])=O.[Na+].[Na+]. Product: [NH2:1][C:4]1[CH:5]=[CH:6][C:7]([NH:10][CH2:11][CH2:12][S:13]([NH2:16])(=[O:14])=[O:15])=[CH:8][CH:9]=1. The catalyst class is: 8. (3) Reactant: [C:1]([C:3]1[C:11]2[C:6](=[CH:7][C:8]([CH:12]3CC3)=[CH:9][CH:10]=2)[N:5]([CH:15]2[CH2:18][CH2:17][CH2:16]2)[C:4]=1B(O)O)#[N:2].Cl[C:23]1[N:28]=[CH:27][C:26]([S:29]([NH:32][C@H:33]([CH3:38])[C:34]([F:37])([F:36])[F:35])(=[O:31])=[O:30])=[CH:25][CH:24]=1.F[B-](F)(F)F.[C:44]([PH+](C(C)(C)C)C(C)(C)C)(C)(C)C.[F-:57].[K+]. Product: [C:1]([C:3]1[C:11]2[C:6](=[CH:7][C:8]([CH3:12])=[C:9]([F:57])[CH:10]=2)[N:5]([CH:15]2[CH2:18][CH2:17][CH2:16][CH2:44]2)[C:4]=1[C:23]1[N:28]=[CH:27][C:26]([S:29]([NH:32][C@H:33]([CH3:38])[C:34]([F:37])([F:36])[F:35])(=[O:31])=[O:30])=[CH:25][CH:24]=1)#[N:2]. The catalyst class is: 443. (4) Reactant: [N:1]1([CH2:7][CH2:8][N:9]2[C:13](=[O:14])[C:12]34[CH2:30][N:29](S(C5C=CC=CC=5[N+]([O-])=O)(=O)=O)[CH2:28][C@H:15]3[CH2:16][C@@H:17]([C:18]3[C:27]5[C:22](=[CH:23][CH:24]=[CH:25][CH:26]=5)[N:21]=[CH:20][CH:19]=3)[N:11]4[C:10]2=[O:43])[CH2:6][CH2:5][O:4][CH2:3][CH2:2]1.[S-]C1C=CC=CC=1.[Na+]. Product: [N:1]1([CH2:7][CH2:8][N:9]2[C:13](=[O:14])[C:12]34[CH2:30][NH:29][CH2:28][C@H:15]3[CH2:16][C@@H:17]([C:18]3[C:27]5[C:22](=[CH:23][CH:24]=[CH:25][CH:26]=5)[N:21]=[CH:20][CH:19]=3)[N:11]4[C:10]2=[O:43])[CH2:2][CH2:3][O:4][CH2:5][CH2:6]1. The catalyst class is: 3. (5) Reactant: C(OC([NH:8][CH:9]1[CH2:12][N:11]([C:13]2[C:26]([C:27]#[N:28])=[CH:25][C:16]([C:17]([O:19][CH2:20][C:21](C)(C)C)=[O:18])=[C:15]([CH3:29])[N:14]=2)[CH2:10]1)=O)(C)(C)C.[C:30]([OH:36])([C:32]([F:35])([F:34])[F:33])=[O:31]. Product: [F:33][C:32]([F:35])([F:34])[C:30]([OH:36])=[O:31].[F:33][C:32]([F:35])([F:34])[C:30]([OH:36])=[O:31].[NH2:8][CH:9]1[CH2:10][N:11]([C:13]2[C:26]([C:27]#[N:28])=[CH:25][C:16]([C:17]([O:19][CH2:20][CH3:21])=[O:18])=[C:15]([CH3:29])[N:14]=2)[CH2:12]1. The catalyst class is: 2.